From a dataset of Forward reaction prediction with 1.9M reactions from USPTO patents (1976-2016). Predict the product of the given reaction. (1) Given the reactants [N+:1]([C:4]1[CH:9]=[CH:8][CH:7]=[CH:6][C:5]=1[C:10]1[NH:14][CH:13]=[N:12][CH:11]=1)([O-])=O.NN, predict the reaction product. The product is: [NH:14]1[C:10]([C:5]2[CH:6]=[CH:7][CH:8]=[CH:9][C:4]=2[NH2:1])=[CH:11][N:12]=[CH:13]1. (2) Given the reactants C(OC([C:6]1[CH:7]=[C:8]([C:13]2[C:14]([C:19]3[CH:24]=[C:23]([Cl:25])[CH:22]=[CH:21][C:20]=3[O:26][CH2:27][C:28]3[CH:33]=[CH:32][CH:31]=[CH:30][CH:29]=3)=[CH:15][CH:16]=[CH:17][CH:18]=2)[CH:9]=[C:10]([NH2:12])[CH:11]=1)=O)C.[OH-].[Na+].[C:36]([OH:39])(=[O:38])C, predict the reaction product. The product is: [NH2:12][C:10]1[C:11]([C:36]([OH:39])=[O:38])=[CH:6][CH:7]=[C:8]([C:13]2[C:14]([C:19]3[CH:24]=[C:23]([Cl:25])[CH:22]=[CH:21][C:20]=3[O:26][CH2:27][C:28]3[CH:33]=[CH:32][CH:31]=[CH:30][CH:29]=3)=[CH:15][CH:16]=[CH:17][CH:18]=2)[CH:9]=1. (3) Given the reactants C(O[C:6]([N:8]1[CH2:13][CH2:12][NH:11][CH2:10][CH2:9]1)=O)(C)(C)C.ClC[C:16](Cl)=[O:17].[CH3:19][O:20][NH:21][CH3:22], predict the reaction product. The product is: [CH3:19][O:20][N:21]([CH3:22])[C:16](=[O:17])[CH2:6][N:8]1[CH2:9][CH2:10][NH:11][CH2:12][CH2:13]1. (4) Given the reactants [N+:1]([C:4]1[N:9]=[CH:8][C:7]([N:10]2[CH2:15][CH2:14][N:13]([C:16]([O:18][C:19]([CH3:22])([CH3:21])[CH3:20])=[O:17])[CH2:12][C:11]2=[O:23])=[CH:6][CH:5]=1)([O-])=O, predict the reaction product. The product is: [NH2:1][C:4]1[N:9]=[CH:8][C:7]([N:10]2[CH2:15][CH2:14][N:13]([C:16]([O:18][C:19]([CH3:21])([CH3:20])[CH3:22])=[O:17])[CH2:12][C:11]2=[O:23])=[CH:6][CH:5]=1.